From a dataset of Forward reaction prediction with 1.9M reactions from USPTO patents (1976-2016). Predict the product of the given reaction. (1) Given the reactants [CH3:1][C:2]1([CH3:33])[CH2:15][CH:14]=[C:13]([C:16]2[CH:21]=[CH:20][CH:19]=[C:18]([CH3:22])[CH:17]=2)[C:12]2[CH:11]=[C:10]3[C:5]([CH:6]=[CH:7][C:8]([C:23]4[CH:32]=[CH:31][C:26]([C:27]([O:29][CH3:30])=[O:28])=[CH:25][CH:24]=4)=[CH:9]3)=[CH:4][C:3]1=2.[Se](=O)=[O:35], predict the reaction product. The product is: [CH3:1][C:2]1([CH3:33])[C:15](=[O:35])[CH:14]=[C:13]([C:16]2[CH:21]=[CH:20][CH:19]=[C:18]([CH3:22])[CH:17]=2)[C:12]2[CH:11]=[C:10]3[C:5]([CH:6]=[CH:7][C:8]([C:23]4[CH:24]=[CH:25][C:26]([C:27]([O:29][CH3:30])=[O:28])=[CH:31][CH:32]=4)=[CH:9]3)=[CH:4][C:3]1=2. (2) Given the reactants [NH2:1][C@@H:2]([CH3:5])[CH2:3][OH:4].C(N(CC)CC)C.[C:13](O[C:13]([O:15][C:16]([CH3:19])([CH3:18])[CH3:17])=[O:14])([O:15][C:16]([CH3:19])([CH3:18])[CH3:17])=[O:14], predict the reaction product. The product is: [C:16]([O:15][C:13](=[O:14])[NH:1][C@@H:2]([CH3:5])[CH2:3][OH:4])([CH3:19])([CH3:18])[CH3:17]. (3) Given the reactants Br[C:2]1[C:7]([N:8]([CH3:10])[CH3:9])=[CH:6][CH:5]=[CH:4][N:3]=1.[C:11]([C:13]1[CH:18]=[CH:17][N:16]=[CH:15][CH:14]=1)#[CH:12].C(N(CC)CC)C.[Cl-].[NH4+], predict the reaction product. The product is: [CH3:9][N:8]([CH3:10])[C:7]1[C:2]([C:12]#[C:11][C:13]2[CH:18]=[CH:17][N:16]=[CH:15][CH:14]=2)=[N:3][CH:4]=[CH:5][CH:6]=1. (4) Given the reactants C(OC([C:6]1[S:7][C:8]([NH:11][C:12](=[O:43])[C:13]2[CH:18]=[C:17]([Cl:19])[C:16]([O:20][C:21]3[CH:26]=[CH:25][N:24]=[CH:23][C:22]=3[C:27]([N:29]3[C:38]4[C:33](=[CH:34][CH:35]=[CH:36][CH:37]=4)[N:32]([CH:39]4[CH2:41][CH2:40]4)[CH2:31][CH2:30]3)=[O:28])=[CH:15][C:14]=2[Cl:42])=[N:9][N:10]=1)=O)C.O.O.[OH-].[Li+].Cl, predict the reaction product. The product is: [Cl:42][C:14]1[CH:15]=[C:16]([O:20][C:21]2[CH:26]=[CH:25][N:24]=[CH:23][C:22]=2[C:27]([N:29]2[C:38]3[C:33](=[CH:34][CH:35]=[CH:36][CH:37]=3)[N:32]([CH:39]3[CH2:40][CH2:41]3)[CH2:31][CH2:30]2)=[O:28])[C:17]([Cl:19])=[CH:18][C:13]=1[C:12]([NH:11][C:8]1[S:7][CH:6]=[N:10][N:9]=1)=[O:43]. (5) Given the reactants Cl[C:2]1[N:7]=[CH:6][N:5]=[C:4]([C:8]([NH:10][CH2:11][C@H:12]([OH:24])[CH2:13][N:14]2[CH2:23][CH2:22][C:21]3[C:16](=[CH:17][CH:18]=[CH:19][CH:20]=3)[CH2:15]2)=[O:9])[CH:3]=1.[O:25]1[CH2:28][CH:27]([NH2:29])[CH2:26]1.CCN(C(C)C)C(C)C, predict the reaction product. The product is: [CH2:15]1[C:16]2[C:21](=[CH:20][CH:19]=[CH:18][CH:17]=2)[CH2:22][CH2:23][N:14]1[CH2:13][C@@H:12]([OH:24])[CH2:11][NH:10][C:8]([C:4]1[CH:3]=[C:2]([NH:29][CH:27]2[CH2:28][O:25][CH2:26]2)[N:7]=[CH:6][N:5]=1)=[O:9].